From a dataset of Full USPTO retrosynthesis dataset with 1.9M reactions from patents (1976-2016). Predict the reactants needed to synthesize the given product. Given the product [C:6]([O:9][CH2:10][CH2:11][CH2:12][CH2:13][NH:14][CH2:15][CH2:16][CH2:17][CH2:18][C:19]1[CH:24]=[CH:23][C:22]([CH:33]=[O:35])=[C:21]([O:25][CH2:26][C:27]2[CH:32]=[CH:31][CH:30]=[CH:29][CH:28]=2)[CH:20]=1)(=[O:8])[CH3:7], predict the reactants needed to synthesize it. The reactants are: P(Cl)(Cl)(Cl)=O.[C:6]([O:9][CH2:10][CH2:11][CH2:12][CH2:13][NH:14][CH2:15][CH2:16][CH2:17][CH2:18][C:19]1[CH:24]=[CH:23][CH:22]=[C:21]([O:25][CH2:26][C:27]2[CH:32]=[CH:31][CH:30]=[CH:29][CH:28]=2)[CH:20]=1)(=[O:8])[CH3:7].[C:33]([O-])(=[O:35])C.[Na+].